This data is from Forward reaction prediction with 1.9M reactions from USPTO patents (1976-2016). The task is: Predict the product of the given reaction. (1) The product is: [CH3:35][S:36]([OH:39])(=[O:38])=[O:37].[O:1]1[C:5]2[CH:6]=[CH:7][CH:8]=[CH:9][C:4]=2[C:3]([N:10]2[CH2:15][CH2:14][N:13]([CH2:16][CH2:17][C:18]3[CH:19]=[C:20]4[C:24](=[CH:25][CH:26]=3)[C:23]([CH3:28])([CH3:27])[CH:22]([NH:29][C:30](=[O:32])[CH3:31])[C:21]4([CH3:34])[CH3:33])[CH2:12][CH2:11]2)=[N:2]1. Given the reactants [O:1]1[C:5]2[CH:6]=[CH:7][CH:8]=[CH:9][C:4]=2[C:3]([N:10]2[CH2:15][CH2:14][N:13]([CH2:16][CH2:17][C:18]3[CH:19]=[C:20]4[C:24](=[CH:25][CH:26]=3)[C:23]([CH3:28])([CH3:27])[CH:22]([NH:29][C:30](=[O:32])[CH3:31])[C:21]4([CH3:34])[CH3:33])[CH2:12][CH2:11]2)=[N:2]1.[CH3:35][S:36]([OH:39])(=[O:38])=[O:37], predict the reaction product. (2) Given the reactants [CH3:1][C:2]1([CH3:16])[C:10]2[C:9]3[CH:11]=[CH:12][CH:13]=[CH:14][C:8]=3[CH:7]=[CH:6][C:5]=2[N:4]=[C:3]1[CH3:15].[CH2:17]1[CH2:24][O:23][S:20](=[O:22])(=[O:21])[CH2:19][CH2:18]1, predict the reaction product. The product is: [S:20]([CH2:19][CH2:18][CH2:17][CH2:24][N:4]1[C:5]2[CH:6]=[CH:7][C:8]3[CH:14]=[CH:13][CH:12]=[CH:11][C:9]=3[C:10]=2[C:2]([CH3:16])([CH3:1])[CH:3]1[CH3:15])([OH:23])(=[O:22])=[O:21]. (3) Given the reactants [BH4-].[Li+].Cl[Si](C)(C)C.[F:8][C:9]1[CH:22]=[CH:21][C:20]2[C:11](=[C:12]([CH3:23])[N:13]=[C:14]3[C:19]=2[CH:18]=[CH:17][CH:16]=[CH:15]3)[CH:10]=1.C(O)(=O)CC(CC(O)=O)(C(O)=O)O, predict the reaction product. The product is: [F:8][C:9]1[CH:10]=[C:11]2[C:20](=[CH:21][CH:22]=1)[C:19]1[CH:18]=[CH:17][CH:16]=[CH:15][C:14]=1[NH:13][C@H:12]2[CH3:23]. (4) The product is: [Cl:18][C:15]1[CH:16]=[CH:17][C:12]([C:5]2[N:6]([CH:9]3[CH2:11][CH2:10]3)[C:7](=[O:8])[N:3]([CH2:2][N:19]3[CH:24]=[C:23]([C:25]4[CH:30]=[CH:29][CH:28]=[CH:27][C:26]=4[C:31]([F:32])([F:33])[F:34])[N:21]=[N:20]3)[N:4]=2)=[CH:13][CH:14]=1. Given the reactants Cl[CH2:2][N:3]1[C:7](=[O:8])[N:6]([CH:9]2[CH2:11][CH2:10]2)[C:5]([C:12]2[CH:17]=[CH:16][C:15]([Cl:18])=[CH:14][CH:13]=2)=[N:4]1.[N-:19]=[N+:20]=[N-:21].[Na+].[C:23]([C:25]1[CH:30]=[CH:29][CH:28]=[CH:27][C:26]=1[C:31]([F:34])([F:33])[F:32])#[CH:24].C(OCC)(=O)C, predict the reaction product. (5) Given the reactants Cl.[CH3:2][O:3][C:4](=[O:9])[C:5]([NH2:8])([CH3:7])[CH3:6].[N:10]1[C:19]2[C:14](=[CH:15][CH:16]=[CH:17][C:18]=2[S:20](Cl)(=[O:22])=[O:21])[CH:13]=[CH:12][CH:11]=1.C(N(CC)CC)C.O, predict the reaction product. The product is: [CH3:2][O:3][C:4](=[O:9])[C:5]([CH3:7])([NH:8][S:20]([C:18]1[CH:17]=[CH:16][CH:15]=[C:14]2[C:19]=1[N:10]=[CH:11][CH:12]=[CH:13]2)(=[O:21])=[O:22])[CH3:6]. (6) Given the reactants C(O)(C(F)(F)F)=O.C(OC(=O)[NH:14][C@H:15]([C:18]1[CH:27]=[CH:26][C:25]2[C:20](=[CH:21][C:22]([O:28][CH3:29])=[CH:23][CH:24]=2)[CH:19]=1)[CH2:16][OH:17])(C)(C)C, predict the reaction product. The product is: [NH2:14][C@H:15]([C:18]1[CH:27]=[CH:26][C:25]2[C:20](=[CH:21][C:22]([O:28][CH3:29])=[CH:23][CH:24]=2)[CH:19]=1)[CH2:16][OH:17]. (7) Given the reactants [CH3:1][Mg+].[Br-].[C:4]([C:6]1[CH:11]=[CH:10][C:9]([CH:12]2[CH2:17][C:16](=[O:18])[CH2:15][CH2:14][N:13]2[C:19]([O:21][CH2:22][C:23]2[CH:28]=[CH:27][CH:26]=[CH:25][CH:24]=2)=[O:20])=[CH:8][CH:7]=1)#[N:5], predict the reaction product. The product is: [C:4]([C:6]1[CH:7]=[CH:8][C:9]([CH:12]2[CH2:17][C:16]([OH:18])([CH3:1])[CH2:15][CH2:14][N:13]2[C:19]([O:21][CH2:22][C:23]2[CH:28]=[CH:27][CH:26]=[CH:25][CH:24]=2)=[O:20])=[CH:10][CH:11]=1)#[N:5].